The task is: Predict the reaction yield, written as a fraction of the theoretical maximum amount of product (1.0 means a 100% yield; for example, 0.34 means a 34% yield).. This data is from Reaction yield outcomes from USPTO patents with 853,638 reactions. (1) The reactants are [Si:1]([O:8][C@H:9]1[C@@H:13]([O:14][Si:15]([C:18]([CH3:21])([CH3:20])[CH3:19])([CH3:17])[CH3:16])[C@H:12]([N:22]2[CH:27]=[CH:26][C:25](=[O:28])[N:24]([CH2:29][C:30]3[CH:35]=[CH:34][C:33]([O:36][CH3:37])=[CH:32][CH:31]=3)[C:23]2=[O:38])[O:11][CH:10]1[C@H:39]([OH:83])[C@@H:40]([C:76]([O:78][C:79]([CH3:82])([CH3:81])[CH3:80])=[O:77])[NH:41][CH2:42][CH2:43][CH2:44][NH:45][C:46](=[O:75])[CH2:47][CH2:48][CH2:49][CH:50](C1C2C=CC=CC=2C2C1=CC=CC=2)[CH2:51][CH2:52][CH2:53][CH2:54][CH2:55][CH2:56][NH:57]C(=O)OC)([C:4]([CH3:7])([CH3:6])[CH3:5])([CH3:3])[CH3:2]. The catalyst is N1CCCCC1. The product is [NH2:57][CH2:56][CH2:55][CH2:54][CH2:53][CH2:52][CH2:51][CH2:50][CH2:49][CH2:48][CH2:47][C:46]([NH:45][CH2:44][CH2:43][CH2:42][NH:41][C@@H:40]([C@H:39]([CH:10]1[C@@H:9]([O:8][Si:1]([C:4]([CH3:6])([CH3:7])[CH3:5])([CH3:2])[CH3:3])[C@@H:13]([O:14][Si:15]([C:18]([CH3:19])([CH3:20])[CH3:21])([CH3:17])[CH3:16])[C@H:12]([N:22]2[CH:27]=[CH:26][C:25](=[O:28])[N:24]([CH2:29][C:30]3[CH:31]=[CH:32][C:33]([O:36][CH3:37])=[CH:34][CH:35]=3)[C:23]2=[O:38])[O:11]1)[OH:83])[C:76]([O:78][C:79]([CH3:80])([CH3:81])[CH3:82])=[O:77])=[O:75]. The yield is 0.510. (2) The yield is 0.290. The product is [CH3:33][N:34]1[CH:38]=[C:37]([C:39]([NH:15][CH2:14][CH2:13][O:12][C:9]2[CH:10]=[CH:11][N:6]3[N:5]=[C:4]([CH3:3])[C:16]([C:17]4[S:18][C:19]([C:28]5[N:32]=[CH:31][NH:30][N:29]=5)=[C:20]([C:22]5[CH:27]=[CH:26][CH:25]=[CH:24][CH:23]=5)[N:21]=4)=[C:7]3[CH:8]=2)=[O:40])[N:36]=[CH:35]1. The reactants are Cl.Cl.[CH3:3][C:4]1[C:16]([C:17]2[S:18][C:19]([C:28]3[N:32]=[CH:31][NH:30][N:29]=3)=[C:20]([C:22]3[CH:27]=[CH:26][CH:25]=[CH:24][CH:23]=3)[N:21]=2)=[C:7]2[CH:8]=[C:9]([O:12][CH2:13][CH2:14][NH2:15])[CH:10]=[CH:11][N:6]2[N:5]=1.[CH3:33][N:34]1[CH:38]=[C:37]([C:39](O)=[O:40])[N:36]=[CH:35]1.C1C=CC2N(O)N=NC=2C=1.CCN=C=NCCCN(C)C. The catalyst is CCOC(C)=O.O.CN(C=O)C. (3) The yield is 0.150. The product is [CH2:10]([C:6]1[C:7]([C:15]2[CH:14]=[C:13]3[C:37](=[CH:28][C:29]=2[O:30][CH3:31])[C:36](=[O:35])[CH2:17][CH2:16]3)=[N:8][C:3]([CH2:1][CH3:2])=[C:4]([NH:12][CH:13]([CH2:16][CH3:17])[CH2:14][CH3:15])[N:5]=1)[CH3:11]. No catalyst specified. The reactants are [CH2:1]([C:3]1[C:4]([NH:12][CH:13]([CH2:16][CH3:17])[CH2:14][CH3:15])=[N:5][C:6]([CH2:10][CH3:11])=[C:7](I)[N:8]=1)[CH3:2].P([O-])([O-])([O-])=O.[K+].[K+].[K+].CO[CH2:28][CH2:29][O:30][CH3:31].C([O:35][CH2:36][CH3:37])(=O)C.